Dataset: Retrosynthesis with 50K atom-mapped reactions and 10 reaction types from USPTO. Task: Predict the reactants needed to synthesize the given product. (1) Given the product CC(C)(C)OC(=O)N1CCN(c2ncnc3[nH]cc(-c4ccccc4Cl)c23)CC1, predict the reactants needed to synthesize it. The reactants are: CC(C)(C)OC(=O)N1CCNCC1.Clc1ccccc1-c1c[nH]c2ncnc(Cl)c12. (2) Given the product CCCCCC[C@@H]1CCc2cc(C3CCC(N)(CO)C3)ccc2C1, predict the reactants needed to synthesize it. The reactants are: CCCCCC[C@@H]1CCc2cc(C3CCC(N)(C(=O)OC)C3)ccc2C1. (3) Given the product CCOC(=O)c1cnc(SC)nc1N(C)N, predict the reactants needed to synthesize it. The reactants are: CCOC(=O)c1cnc(SC)nc1Cl.CNN. (4) The reactants are: COC(=O)c1cc(Br)oc1C.COc1ccc(B(O)O)cn1. Given the product COC(=O)c1cc(-c2ccc(OC)nc2)oc1C, predict the reactants needed to synthesize it.